The task is: Predict which catalyst facilitates the given reaction.. This data is from Catalyst prediction with 721,799 reactions and 888 catalyst types from USPTO. (1) Reactant: N#N.[C:3]([CH2:6][CH2:7][CH2:8][CH2:9][C:10]([OH:12])=[O:11])(=[O:5])[CH3:4].OS(O)(=O)=O.[C:18]([O-])([O-])=O.[Na+].[Na+]. Product: [CH3:18][O:11][C:10](=[O:12])[CH2:9][CH2:8][CH2:7][CH2:6][C:3](=[O:5])[CH3:4]. The catalyst class is: 61. (2) Reactant: [CH2:1]([O:4][CH:5]1[CH2:10][CH2:9][CH2:8][CH2:7][O:6]1)[C:2]#[CH:3].[Li]CCCC.[CH:16](=[O:23])[C:17]1[CH:22]=[CH:21][CH:20]=[CH:19][CH:18]=1.C([O-])(O)=O.[Na+]. Product: [C:17]1([CH:16]([OH:23])[C:3]#[C:2][CH2:1][O:4][CH:5]2[CH2:10][CH2:9][CH2:8][CH2:7][O:6]2)[CH:22]=[CH:21][CH:20]=[CH:19][CH:18]=1. The catalyst class is: 1. (3) Reactant: [Br:1][C:2]1[N:7]=[C:6]([NH2:8])[CH:5]=[CH:4][CH:3]=1.CCN(CC)CC.[F:16][C:17]1([F:32])[O:21][C:20]2[CH:22]=[CH:23][C:24]([C:26]3([C:29](Cl)=[O:30])[CH2:28][CH2:27]3)=[CH:25][C:19]=2[O:18]1. Product: [Br:1][C:2]1[N:7]=[C:6]([NH:8][C:29]([C:26]2([C:24]3[CH:23]=[CH:22][C:20]4[O:21][C:17]([F:32])([F:16])[O:18][C:19]=4[CH:25]=3)[CH2:28][CH2:27]2)=[O:30])[CH:5]=[CH:4][CH:3]=1. The catalyst class is: 4. (4) Reactant: [CH3:1][O:2][C:3]1[CH:4]=[C:5]([C:11]2[CH:16]=[CH:15][N:14]=[CH:13][C:12]=2[N+:17]([O-])=O)[CH:6]=[CH:7][C:8]=1[O:9][CH3:10].C(O)(=O)C.C(=O)(O)[O-].[Na+]. Product: [NH2:17][C:12]1[CH:13]=[N:14][CH:15]=[CH:16][C:11]=1[C:5]1[CH:6]=[CH:7][C:8]([O:9][CH3:10])=[C:3]([O:2][CH3:1])[CH:4]=1. The catalyst class is: 150.